This data is from NCI-60 drug combinations with 297,098 pairs across 59 cell lines. The task is: Regression. Given two drug SMILES strings and cell line genomic features, predict the synergy score measuring deviation from expected non-interaction effect. Drug 1: CN(C)N=NC1=C(NC=N1)C(=O)N. Drug 2: C1=CC(=CC=C1C#N)C(C2=CC=C(C=C2)C#N)N3C=NC=N3. Cell line: CCRF-CEM. Synergy scores: CSS=21.6, Synergy_ZIP=1.20, Synergy_Bliss=0.657, Synergy_Loewe=-1.36, Synergy_HSA=1.06.